From a dataset of Full USPTO retrosynthesis dataset with 1.9M reactions from patents (1976-2016). Predict the reactants needed to synthesize the given product. (1) Given the product [Br:39][C:40]1[CH:41]=[C:42]2[C:50]([C:49]3[CH:48]=[C:47]([CH2:46][CH3:45])[C:14]([CH:13]=[O:12])=[C:15]([CH2:16][CH3:17])[C:44]=3[CH2:43]2)=[CH:51][CH:52]=1, predict the reactants needed to synthesize it. The reactants are: BrC1([O:12][C:13]2C=[CH:17][CH:16]=[CH:15][CH:14]=2)COC(C)(C)OC1(C)C.NC1C=CC=CC=1.C1(NC2C=CC=CC=2)C=CC=CC=1.[Br:39][C:40]1[CH:52]=[CH:51][C:50]2[C:49]3[C:44](=[CH:45][C:46](Br)=[CH:47][CH:48]=3)[C:43](CC)(CC)[C:42]=2[CH:41]=1. (2) The reactants are: [Si:1]([O:8][CH2:9][C:10]1([O:14][C:15]2[CH:16]=[C:17]([CH:35]=[C:36]([C:38](=[O:46])[NH:39][C:40]3[CH:44]=[CH:43][N:42]([CH3:45])[N:41]=3)[CH:37]=2)[O:18][C:19]2[N:20]=[CH:21][C:22]([C:25]3[O:29][N:28]=[C:27]([C:30]([O:32]CC)=O)[N:26]=3)=[N:23][CH:24]=2)[CH2:13][CH2:12][CH2:11]1)([C:4]([CH3:7])([CH3:6])[CH3:5])([CH3:3])[CH3:2].C1COCC1.[CH3:52][NH2:53].C1COCC1. Given the product [C:4]([Si:1]([CH3:2])([CH3:3])[O:8][CH2:9][C:10]1([O:14][C:15]2[CH:16]=[C:17]([CH:35]=[C:36]([C:38](=[O:46])[NH:39][C:40]3[CH:44]=[CH:43][N:42]([CH3:45])[N:41]=3)[CH:37]=2)[O:18][C:19]2[N:20]=[CH:21][C:22]([C:25]3[O:29][N:28]=[C:27]([C:30]([NH:53][CH3:52])=[O:32])[N:26]=3)=[N:23][CH:24]=2)[CH2:13][CH2:12][CH2:11]1)([CH3:7])([CH3:5])[CH3:6], predict the reactants needed to synthesize it. (3) Given the product [Br:31][C:13]1[S:12][C:11]([C:15]2[N:19]=[CH:18][N:17]([CH:20]3[CH2:25][CH2:24][CH2:23][CH2:22][O:21]3)[N:16]=2)=[C:10]([C:8]([C:5]2[CH:6]=[CH:7][C:2]([Cl:1])=[CH:3][CH:4]=2)=[O:9])[CH:14]=1, predict the reactants needed to synthesize it. The reactants are: [Cl:1][C:2]1[CH:7]=[CH:6][C:5]([C:8]([C:10]2[CH:14]=[CH:13][S:12][C:11]=2[C:15]2[N:19]=[CH:18][N:17]([CH:20]3[CH2:25][CH2:24][CH2:23][CH2:22][O:21]3)[N:16]=2)=[O:9])=[CH:4][CH:3]=1.CN(C)C=O.[Br:31]N1C(=O)CCC1=O.